This data is from Full USPTO retrosynthesis dataset with 1.9M reactions from patents (1976-2016). The task is: Predict the reactants needed to synthesize the given product. Given the product [Cl:1][C:2]1[C:3]([CH2:12][O:13][C:14]2[CH:15]=[N:16][C:17]([O:21][CH:22]([CH3:24])[CH3:23])=[C:18]([Cl:20])[CH:19]=2)=[CH:4][C:5]2[O:9][N:8]=[C:7]([NH:10][S:26]([CH3:25])(=[O:28])=[O:27])[C:6]=2[CH:11]=1, predict the reactants needed to synthesize it. The reactants are: [Cl:1][C:2]1[C:3]([CH2:12][O:13][C:14]2[CH:15]=[N:16][C:17]([O:21][CH:22]([CH3:24])[CH3:23])=[C:18]([Cl:20])[CH:19]=2)=[CH:4][C:5]2[O:9][N:8]=[C:7]([NH2:10])[C:6]=2[CH:11]=1.[CH3:25][S:26](Cl)(=[O:28])=[O:27].C(N(CC)CC)C.